This data is from Forward reaction prediction with 1.9M reactions from USPTO patents (1976-2016). The task is: Predict the product of the given reaction. (1) The product is: [CH3:1][C:2]1[N:3]=[C:4]([CH3:25])[N:5]2[C:10]=1[C:9]([NH:11][C:15]1[CH:29]=[C:28]([O:27][CH3:26])[C:34]([O:35][CH3:36])=[C:33]([O:37][CH3:38])[CH:32]=1)=[N:8][C:7]([C:16]1[CH:21]=[CH:20][C:19]([N+:22]([O-:24])=[O:23])=[CH:18][CH:17]=1)=[N:6]2. Given the reactants [CH3:1][C:2]1[N:3]=[C:4]([CH3:25])[N:5]2[C:10]=1[C:9]([N:11]1[CH:15]=NC=N1)=[N:8][C:7]([C:16]1[CH:21]=[CH:20][C:19]([N+:22]([O-:24])=[O:23])=[CH:18][CH:17]=1)=[N:6]2.[CH3:26][O:27][C:28]1[CH:29]=C([CH:32]=[C:33]([O:37][CH3:38])[C:34]=1[O:35][CH3:36])N.C(=O)([O-])[O-].[K+].[K+], predict the reaction product. (2) Given the reactants [CH3:1][O:2][C:3]1[CH:12]=[CH:11][C:6]2[N:7]=C(N)[O:9][C:5]=2[CH:4]=1.COC1C=CC([N+]([O-])=O)=C(O)C=1.CC(O)=O, predict the reaction product. The product is: [NH2:7][C:6]1[CH:11]=[CH:12][C:3]([O:2][CH3:1])=[CH:4][C:5]=1[OH:9]. (3) Given the reactants [C:1]([C:3]1[CH:4]=[N:5][C:6]2[C:11]([C:12]=1[OH:13])=[C:10](F)[CH:9]=[C:8]([F:15])[CH:7]=2)#[N:2].[CH3:16][N:17]1[CH2:22][CH2:21][CH:20]([OH:23])[CH2:19][CH2:18]1.CC(C)([O-])C.[K+].C(O)(=O)C, predict the reaction product. The product is: [C:1]([C:3]1[CH:4]=[N:5][C:6]2[C:11]([C:12]=1[OH:13])=[C:10]([O:23][CH:20]1[CH2:21][CH2:22][N:17]([CH3:16])[CH2:18][CH2:19]1)[CH:9]=[C:8]([F:15])[CH:7]=2)#[N:2]. (4) Given the reactants [Na+].[I-].C[Si](Cl)(C)C.C([O:15][CH2:16][CH2:17][C:18]1[S:22][C:21]2[CH:23]=[CH:24][CH:25]=[CH:26][C:20]=2[C:19]=1[C:27]([C:30]1[CH:35]=[CH:34][CH:33]=[CH:32][N:31]=1)(O)[CH3:28])C1C=CC=CC=1.C([O-])(O)=O.[Na+], predict the reaction product. The product is: [N:31]1[CH:32]=[CH:33][CH:34]=[CH:35][C:30]=1[CH:27]([C:19]1[C:20]2[CH:26]=[CH:25][CH:24]=[CH:23][C:21]=2[S:22][C:18]=1[CH2:17][CH2:16][OH:15])[CH3:28]. (5) The product is: [CH2:25]([N:13]([CH2:14][CH2:15][C:16]1[CH:21]=[CH:20][C:19]([N+:22]([O-:24])=[O:23])=[CH:18][CH:17]=1)[S:10]([C:7]1[CH:6]=[CH:5][C:4]([CH3:3])=[CH:9][CH:8]=1)(=[O:11])=[O:12])[C:26]1[CH:31]=[CH:30][CH:29]=[CH:28][CH:27]=1. Given the reactants [H-].[Na+].[CH3:3][C:4]1[CH:9]=[CH:8][C:7]([S:10]([NH:13][CH2:14][CH2:15][C:16]2[CH:21]=[CH:20][C:19]([N+:22]([O-:24])=[O:23])=[CH:18][CH:17]=2)(=[O:12])=[O:11])=[CH:6][CH:5]=1.[CH2:25](Br)[C:26]1[CH:31]=[CH:30][CH:29]=[CH:28][CH:27]=1, predict the reaction product. (6) Given the reactants [Br:1][C:2]1[C:11]2[C:6](=[CH:7][CH:8]=[CH:9][CH:10]=2)[C:5]([C:12]2[CH:17]=[CH:16][CH:15]=[CH:14][C:13]=2C=O)=[CH:4][CH:3]=1.[Cl-].COC[P+](C1C=CC=CC=1)(C1C=CC=CC=1)C1C=CC=CC=1.[O:43]1[CH2:47]C[CH2:45][CH2:44]1.CC(C)([O-])C.[K+], predict the reaction product. The product is: [Br:1][C:2]1[C:11]2[C:6](=[CH:7][CH:8]=[CH:9][CH:10]=2)[C:5]([C:12]2([CH:45]=[CH:44][O:43][CH3:47])[CH:17]=[CH:16][CH:15]=[CH:14][CH2:13]2)=[CH:4][CH:3]=1.